Dataset: NCI-60 drug combinations with 297,098 pairs across 59 cell lines. Task: Regression. Given two drug SMILES strings and cell line genomic features, predict the synergy score measuring deviation from expected non-interaction effect. Drug 1: C1=CN(C(=O)N=C1N)C2C(C(C(O2)CO)O)O.Cl. Drug 2: CN1C2=C(C=C(C=C2)N(CCCl)CCCl)N=C1CCCC(=O)O.Cl. Cell line: SF-539. Synergy scores: CSS=9.98, Synergy_ZIP=-3.57, Synergy_Bliss=-1.65, Synergy_Loewe=-14.3, Synergy_HSA=-2.87.